From a dataset of Catalyst prediction with 721,799 reactions and 888 catalyst types from USPTO. Predict which catalyst facilitates the given reaction. (1) Reactant: [I:1][C:2]1[C:10]2[C:9](=[O:11])[NH:8][CH:7]=[N:6][C:5]=2[N:4]([CH3:12])[CH:3]=1.C(=O)([O-])[O-].[K+].[K+].[F:19][C:20]([F:24])([F:23])[CH2:21]I. Product: [I:1][C:2]1[C:10]2[C:9](=[O:11])[N:8]([CH2:21][C:20]([F:24])([F:23])[F:19])[CH:7]=[N:6][C:5]=2[N:4]([CH3:12])[CH:3]=1. The catalyst class is: 3. (2) Reactant: [Br:1][C:2]1[CH:3]=[C:4]([CH:7]=[CH:8][C:9]=1[OH:10])[CH:5]=[O:6].[H-].[Na+].[CH2:13](Cl)[C:14]1[CH:19]=[CH:18][CH:17]=[CH:16][CH:15]=1.Cl. Product: [CH2:13]([O:10][C:9]1[CH:8]=[CH:7][C:4]([CH:5]=[O:6])=[CH:3][C:2]=1[Br:1])[C:14]1[CH:19]=[CH:18][CH:17]=[CH:16][CH:15]=1. The catalyst class is: 9. (3) Reactant: [NH2:1][C:2]1[C:10]2[C:5](=[N:6][C:7]([CH3:15])=[CH:8][C:9]=2[C:11]([F:14])([F:13])[F:12])[S:4][C:3]=1[C:16]([O:18]CC)=[O:17].[OH-].[K+].CO. Product: [NH2:1][C:2]1[C:10]2[C:5](=[N:6][C:7]([CH3:15])=[CH:8][C:9]=2[C:11]([F:14])([F:13])[F:12])[S:4][C:3]=1[C:16]([OH:18])=[O:17]. The catalyst class is: 6. (4) Product: [CH2:12]([N:14]([CH2:20][CH3:21])[C:15]([C@H:16]1[C@H:8]([C:7]2[CH:10]=[CH:11][C:4]([F:3])=[CH:5][CH:6]=2)[O:9][CH:18]=[N:17]1)=[O:19])[CH3:13]. Reactant: [OH-].[K+].[F:3][C:4]1[CH:11]=[CH:10][C:7]([CH:8]=[O:9])=[CH:6][CH:5]=1.[CH2:12]([N:14]([CH2:20][CH3:21])[C:15](=[O:19])[CH2:16][N+:17]#[C-:18])[CH3:13]. The catalyst class is: 5. (5) Reactant: [N:1]([C:4]1[CH:9]=[CH:8][N:7]=[CH:6][C:5]=1/[CH:10]=[N:11]/[C:12]1[C:17]([Cl:18])=[CH:16][C:15]([S:19]([CH3:22])(=[O:21])=[O:20])=[CH:14][C:13]=1[Cl:23])=[N+]=[N-]. Product: [Cl:23][C:13]1[CH:14]=[C:15]([S:19]([CH3:22])(=[O:21])=[O:20])[CH:16]=[C:17]([Cl:18])[C:12]=1[N:11]1[CH:10]=[C:5]2[CH:6]=[N:7][CH:8]=[CH:9][C:4]2=[N:1]1. The catalyst class is: 11. (6) Reactant: C([O:3][CH2:4][CH2:5][O:6][NH:7][C:8]([C:10]1[C:11]([NH:29][C:30]2[CH:35]=[CH:34][C:33]([I:36])=[CH:32][C:31]=2[F:37])=[C:12]2[C:16](=[CH:17][CH:18]=1)[N:15](S(C1C=CC(C)=CC=1)(=O)=O)[N:14]=[CH:13]2)=[O:9])=C.Cl. Product: [OH:3][CH2:4][CH2:5][O:6][NH:7][C:8]([C:10]1[C:11]([NH:29][C:30]2[CH:35]=[CH:34][C:33]([I:36])=[CH:32][C:31]=2[F:37])=[C:12]2[C:16](=[CH:17][CH:18]=1)[NH:15][N:14]=[CH:13]2)=[O:9]. The catalyst class is: 5. (7) Reactant: C([Li])CCC.Br[C:7]1[CH:8]=[C:9]([C:16]([F:19])([F:18])[F:17])[C:10]([O:13][CH2:14][CH3:15])=[N:11][CH:12]=1.[B:20](OC(C)C)([O:25]C(C)C)[O:21]C(C)C. Product: [CH2:14]([O:13][C:10]1[C:9]([C:16]([F:19])([F:18])[F:17])=[CH:8][C:7]([B:20]([OH:25])[OH:21])=[CH:12][N:11]=1)[CH3:15]. The catalyst class is: 28.